This data is from Reaction yield outcomes from USPTO patents with 853,638 reactions. The task is: Predict the reaction yield, written as a fraction of the theoretical maximum amount of product (1.0 means a 100% yield; for example, 0.34 means a 34% yield). The reactants are [Cl:1][C:2]1[C:7]([Cl:8])=[CH:6][C:5]([C:9]([C:11]2[CH:16]=[CH:15][CH:14]=[CH:13][CH:12]=2)=O)=[C:4]([OH:17])[CH:3]=1.[C:18](OCC)(=[O:25])[CH2:19][C:20]([O:22]CC)=[O:21].C1CCN2C(=NCCC2)CC1. The catalyst is C(OCC)(=O)C. The product is [Cl:8][C:7]1[CH:6]=[C:5]2[C:4](=[CH:3][C:2]=1[Cl:1])[O:17][C:18](=[O:25])[C:19]([C:20]([OH:22])=[O:21])=[C:9]2[C:11]1[CH:16]=[CH:15][CH:14]=[CH:13][CH:12]=1. The yield is 0.340.